From a dataset of Reaction yield outcomes from USPTO patents with 853,638 reactions. Predict the reaction yield, written as a fraction of the theoretical maximum amount of product (1.0 means a 100% yield; for example, 0.34 means a 34% yield). (1) The reactants are [NH2:1][C:2]1[S:3][C:4]2[C:9]([N:10]=1)=[CH:8][CH:7]=[C:6]([O:11][C:12]1[CH:13]=[CH:14][C:15]([F:33])=[C:16]([NH:18][C:19](=[O:32])[C:20]3[CH:25]=[CH:24][CH:23]=[C:22]([C:26]4([C:29]#[N:30])[CH2:28][CH2:27]4)[C:21]=3[Cl:31])[CH:17]=1)[N:5]=2.[C:34](Cl)(=[O:37])[CH2:35][CH3:36].O. The catalyst is CN(C)C1C=CN=CC=1.N1C=CC=CC=1. The product is [Cl:31][C:21]1[C:22]([C:26]2([C:29]#[N:30])[CH2:28][CH2:27]2)=[CH:23][CH:24]=[CH:25][C:20]=1[C:19]([NH:18][C:16]1[CH:17]=[C:12]([O:11][C:6]2[N:5]=[C:4]3[S:3][C:2]([NH:1][C:34](=[O:37])[CH2:35][CH3:36])=[N:10][C:9]3=[CH:8][CH:7]=2)[CH:13]=[CH:14][C:15]=1[F:33])=[O:32]. The yield is 0.450. (2) The reactants are [Cl:1][C:2]1[CH:3]=[CH:4][C:5]2[NH:16][C:15](=[O:17])[O:14][C:8]3([CH2:13][CH2:12][NH:11][CH2:10][CH2:9]3)[C:6]=2[CH:7]=1.Br[CH2:19][CH2:20][CH:21]=[C:22]1[C:28]2[CH:29]=[CH:30][CH:31]=[N:32][C:27]=2[CH2:26][O:25][C:24]2[CH:33]=[CH:34][C:35]([C:37]([OH:40])([CH3:39])[CH3:38])=[CH:36][C:23]1=2.[I-].[K+]. The catalyst is C(O)(C)C. The product is [Cl:1][C:2]1[CH:3]=[CH:4][C:5]2[N:16]([CH2:19][CH2:20][CH:21]=[C:22]3[C:28]4[CH:29]=[CH:30][CH:31]=[N:32][C:27]=4[CH2:26][O:25][C:24]4[CH:33]=[CH:34][C:35]([C:37]([OH:40])([CH3:39])[CH3:38])=[CH:36][C:23]3=4)[C:15](=[O:17])[O:14][C:8]3([CH2:13][CH2:12][NH:11][CH2:10][CH2:9]3)[C:6]=2[CH:7]=1. The yield is 0.100. (3) The reactants are [C:1]([C:3]1[CH:4]=[C:5]([CH:10]=[CH:11][C:12]=1[OH:13])[C:6]([O:8][CH3:9])=[O:7])#[N:2].Cl[CH2:15]I.C([Zn][CH2:20][CH3:21])C.[NH4+].[Cl-].[NH4+].[OH-]. The catalyst is ClCCCl.CCOC(C)=O. The product is [C:1]([C:3]1[CH:4]=[C:5]([CH:10]=[CH:11][C:12]=1[O:13][CH:20]([CH3:21])[CH3:15])[C:6]([O:8][CH3:9])=[O:7])#[N:2]. The yield is 0.300. (4) The reactants are [CH3:1][N:2]1[CH2:7][CH2:6][N:5]([CH2:8][CH2:9][O:10][C:11]2[CH:16]=[CH:15][N:14]3[C:17]([C:20]([O-:22])=O)=[CH:18][N:19]=[C:13]3[CH:12]=2)[CH2:4][CH2:3]1.[Li+].ClC1C=C(Cl)C=C(Cl)C=1C(Cl)=O.[Si]([O:43][C:44]1[CH:45]=[CH:46][C:47]([CH2:51][N:52]2[C:60]3[CH:59]=[CH:58][CH:57]=[C:56]([NH2:61])[C:55]=3[C:54]([CH:62]3[CH2:64][CH2:63]3)=[N:53]2)=[N:48][C:49]=1[CH3:50])(C(C)(C)C)(C)C.[OH-].[Na+].[NH4+].[Cl-]. The catalyst is O.CN1C(=O)CCC1. The product is [CH:62]1([C:54]2[C:55]3[C:60](=[CH:59][CH:58]=[CH:57][C:56]=3[NH:61][C:20]([C:17]3[N:14]4[CH:15]=[CH:16][C:11]([O:10][CH2:9][CH2:8][N:5]5[CH2:4][CH2:3][N:2]([CH3:1])[CH2:7][CH2:6]5)=[CH:12][C:13]4=[N:19][CH:18]=3)=[O:22])[N:52]([CH2:51][C:47]3[CH:46]=[CH:45][C:44]([OH:43])=[C:49]([CH3:50])[N:48]=3)[N:53]=2)[CH2:63][CH2:64]1. The yield is 0.490. (5) The reactants are [CH2:1]([O:8][C:9]1[CH:10]=[C:11]([N+:16]([O-])=O)[CH:12]=[CH:13][C:14]=1[CH3:15])[C:2]1[CH:7]=[CH:6][CH:5]=[CH:4][CH:3]=1.[BH4-].[Na+]. The catalyst is O1CCCC1.CO.O.O.O.O.C([O-])(=O)C.[Ni+2].C([O-])(=O)C. The product is [CH2:1]([O:8][C:9]1[CH:10]=[C:11]([CH:12]=[CH:13][C:14]=1[CH3:15])[NH2:16])[C:2]1[CH:3]=[CH:4][CH:5]=[CH:6][CH:7]=1. The yield is 0.970.